Dataset: Full USPTO retrosynthesis dataset with 1.9M reactions from patents (1976-2016). Task: Predict the reactants needed to synthesize the given product. (1) Given the product [C:1]([C:5]1[CH:33]=[C:8]2[N:9]=[C:10]([CH3:32])[C:11]([CH:20]([CH2:25][C:26]3[CH:31]=[CH:30][CH:29]=[CH:28][CH:27]=3)[C:21]([OH:23])=[O:22])=[C:12]([C:13]3[CH:18]=[CH:17][C:16]([CH3:19])=[CH:15][CH:14]=3)[N:7]2[N:6]=1)([CH3:4])([CH3:3])[CH3:2], predict the reactants needed to synthesize it. The reactants are: [C:1]([C:5]1[CH:33]=[C:8]2[N:9]=[C:10]([CH3:32])[C:11]([CH:20]([CH2:25][C:26]3[CH:31]=[CH:30][CH:29]=[CH:28][CH:27]=3)[C:21]([O:23]C)=[O:22])=[C:12]([C:13]3[CH:18]=[CH:17][C:16]([CH3:19])=[CH:15][CH:14]=3)[N:7]2[N:6]=1)([CH3:4])([CH3:3])[CH3:2].[OH-].[Na+]. (2) Given the product [CH3:16][O:15][C:12]1[CH:13]=[CH:14][C:9]([C:6]2[CH:5]=[CH:4][C:3]([C:1]#[N:2])=[CH:8][CH:7]=2)=[CH:10][C:11]=1[CH2:17][O:18][CH2:19][C:20]1([C:33]2[CH:38]=[CH:37][CH:36]=[CH:35][CH:34]=2)[CH2:25][CH2:24][NH:23][CH2:22][CH2:21]1, predict the reactants needed to synthesize it. The reactants are: [C:1]([C:3]1[CH:8]=[CH:7][C:6]([C:9]2[CH:14]=[CH:13][C:12]([O:15][CH3:16])=[C:11]([CH2:17][O:18][CH2:19][C:20]3([C:33]4[CH:38]=[CH:37][CH:36]=[CH:35][CH:34]=4)[CH2:25][CH2:24][N:23](C(OC(C)(C)C)=O)[CH2:22][CH2:21]3)[CH:10]=2)=[CH:5][CH:4]=1)#[N:2].CO. (3) Given the product [F:1][C:2]1[C:7]([CH:8]([CH2:17][N+:14]([O-:16])=[O:15])[CH2:9][C:10]([O:12][CH3:13])=[O:11])=[CH:6][CH:5]=[CH:4][N:3]=1, predict the reactants needed to synthesize it. The reactants are: [F:1][C:2]1[C:7](/[CH:8]=[CH:9]/[C:10]([O:12][CH3:13])=[O:11])=[CH:6][CH:5]=[CH:4][N:3]=1.[N+:14]([CH3:17])([O-:16])=[O:15].CN(C)C(N(C)C)=N. (4) Given the product [CH3:8][CH:7]([CH3:9])[CH2:6][C:5]([C:18]([F:19])([F:20])[F:21])([OH:22])[CH2:4][OH:3], predict the reactants needed to synthesize it. The reactants are: C([O:3][C:4](=O)[C:5]([OH:22])([C:18]([F:21])([F:20])[F:19])[CH2:6][C:7](C1C=C(F)C=CC=1F)([CH3:9])[CH3:8])C.[H-].[Al+3].[Li+].[H-].[H-].[H-].C([O-])(O)=O.[Na+]. (5) Given the product [NH2:30][C:9]([C:6]1[CH:7]=[CH:8][C:3]([C:1]#[N:2])=[C:4]([F:37])[CH:5]=1)([C:24]1[N:25]([CH3:29])[CH:26]=[N:27][CH:28]=1)[CH2:10][CH2:11][CH2:12][NH:13][CH2:14][CH2:15][C:16]1[CH:21]=[CH:20][CH:19]=[C:18]([OH:22])[CH:17]=1, predict the reactants needed to synthesize it. The reactants are: [C:1]([C:3]1[CH:8]=[CH:7][C:6]([C:9]([NH:30]S(C(C)(C)C)=O)([C:24]2[N:25]([CH3:29])[CH:26]=[N:27][CH:28]=2)[CH2:10][CH2:11][CH2:12][NH:13][CH2:14][CH2:15][C:16]2[CH:21]=[CH:20][CH:19]=[C:18]([O:22]C)[CH:17]=2)=[CH:5][C:4]=1[F:37])#[N:2].B(Br)(Br)Br.O. (6) Given the product [C:22]1([C:25]2[CH:26]=[CH:27][CH:28]=[CH:29][CH:30]=2)[CH:23]=[CH:24][C:19]([O:18][CH2:17][CH2:16][CH2:15][O:14][C:11]2[CH:12]=[CH:13][C:8]([CH2:7][CH:6]([O:32][CH3:33])[C:5]([OH:34])=[O:4])=[C:9]([F:31])[CH:10]=2)=[CH:20][CH:21]=1, predict the reactants needed to synthesize it. The reactants are: [OH-].[Li+].C[O:4][C:5](=[O:34])[CH:6]([O:32][CH3:33])[CH2:7][C:8]1[CH:13]=[CH:12][C:11]([O:14][CH2:15][CH2:16][CH2:17][O:18][C:19]2[CH:24]=[CH:23][C:22]([C:25]3[CH:30]=[CH:29][CH:28]=[CH:27][CH:26]=3)=[CH:21][CH:20]=2)=[CH:10][C:9]=1[F:31]. (7) Given the product [F:13][C:11]([F:14])([F:12])[C:9]1[N:10]2[CH:16]=[CH:17][N:1]=[C:2]2[C:3]([C:4]([OH:6])=[O:5])=[CH:7][CH:8]=1, predict the reactants needed to synthesize it. The reactants are: [NH2:1][C:2]1[N:10]=[C:9]([C:11]([F:14])([F:13])[F:12])[CH:8]=[CH:7][C:3]=1[C:4]([OH:6])=[O:5].Cl[CH2:16][CH:17]=O. (8) Given the product [CH3:31][O:30][C:26]1[CH:25]=[CH:24][CH:23]=[C:22]2[C:27]=1[CH2:28][CH2:29][CH:20]([N:16]([CH2:17][CH2:18][CH3:19])[C:15](=[O:32])[CH2:14][N:11]1[CH2:12][CH2:13][NH:8][CH2:9][CH2:10]1)[CH2:21]2, predict the reactants needed to synthesize it. The reactants are: C(OC([N:8]1[CH2:13][CH2:12][N:11]([CH2:14][C:15](=[O:32])[N:16]([CH:20]2[CH2:29][CH2:28][C:27]3[C:22](=[CH:23][CH:24]=[CH:25][C:26]=3[O:30][CH3:31])[CH2:21]2)[CH2:17][CH2:18][CH3:19])[CH2:10][CH2:9]1)=O)(C)(C)C. (9) Given the product [Cl:1][C:2]1[CH:3]=[C:4]([CH:32]=[CH:33][C:34]=1[F:35])[CH2:5][N:6]1[CH2:15][CH2:14][C:13]2[C:8](=[C:9]([OH:30])[C:10](=[O:29])[N:11]3[CH2:21][CH2:20][C:19](=[O:39])[CH2:18][N:17]([CH3:27])[C:16](=[O:28])[C:12]3=2)[C:7]1=[O:31], predict the reactants needed to synthesize it. The reactants are: [Cl:1][C:2]1[CH:3]=[C:4]([CH:32]=[CH:33][C:34]=1[F:35])[CH2:5][N:6]1[CH2:15][CH2:14][C:13]2[C:8](=[C:9]([OH:30])[C:10](=[O:29])[N:11]3[CH2:21][CH2:20][CH:19](N4CCCC4)[CH2:18][N:17]([CH3:27])[C:16](=[O:28])[C:12]3=2)[C:7]1=[O:31].Br.C(O)(=[O:39])C. (10) The reactants are: C[Al](C)C.[NH2:5][C:6]1[CH:11]=[CH:10][CH:9]=[CH:8][CH:7]=1.[CH3:12][N:13]([CH3:28])[C:14]1[CH:15]=[CH:16][C:17]2[N:18]([CH:20]=[C:21]([C:23](OCC)=[O:24])[N:22]=2)[CH:19]=1.[Cl-].[NH4+]. Given the product [CH3:12][N:13]([CH3:28])[C:14]1[CH:15]=[CH:16][C:17]2[N:18]([CH:20]=[C:21]([C:23]([NH:5][C:6]3[CH:11]=[CH:10][CH:9]=[CH:8][CH:7]=3)=[O:24])[N:22]=2)[CH:19]=1, predict the reactants needed to synthesize it.